Dataset: Forward reaction prediction with 1.9M reactions from USPTO patents (1976-2016). Task: Predict the product of the given reaction. Given the reactants C([O:3][CH2:4][CH2:5][CH2:6][N:7]1[C:12](=[O:13])[C:11]2[C:14]([CH2:29][CH2:30][CH:31]([CH3:33])[CH3:32])=[C:15]([O:18][C:19]3[CH:24]=[CH:23][CH:22]=[C:21]([C:25]([F:28])([F:27])[F:26])[CH:20]=3)[CH:16]=[N:17][C:10]=2[N:9]([CH3:34])[C:8]1=[O:35])=O.O[Li].O, predict the reaction product. The product is: [OH:3][CH2:4][CH2:5][CH2:6][N:7]1[C:12](=[O:13])[C:11]2[C:14]([CH2:29][CH2:30][CH:31]([CH3:33])[CH3:32])=[C:15]([O:18][C:19]3[CH:24]=[CH:23][CH:22]=[C:21]([C:25]([F:28])([F:27])[F:26])[CH:20]=3)[CH:16]=[N:17][C:10]=2[N:9]([CH3:34])[C:8]1=[O:35].